This data is from Reaction yield outcomes from USPTO patents with 853,638 reactions. The task is: Predict the reaction yield, written as a fraction of the theoretical maximum amount of product (1.0 means a 100% yield; for example, 0.34 means a 34% yield). (1) The reactants are [CH2:1]([O:8][C:9]1[CH:24]=[C:23]([NH:25][CH2:26][C:27]2[CH:32]=[CH:31][C:30]([Br:33])=[CH:29][CH:28]=2)[CH:22]=[CH:21][C:10]=1[C:11]([O:13][CH2:14][C:15]1[CH:20]=[CH:19][CH:18]=[CH:17][CH:16]=1)=[O:12])[C:2]1[CH:7]=[CH:6][CH:5]=[CH:4][CH:3]=1.[CH3:34][N:35]([CH2:46][C:47](OC)=[O:48])[S:36]([C:39]1[CH:44]=[CH:43][C:42]([CH3:45])=[CH:41][CH:40]=1)(=[O:38])=[O:37]. No catalyst specified. The product is [CH2:1]([O:8][C:9]1[CH:24]=[C:23]([N:25]([CH2:26][C:27]2[CH:32]=[CH:31][C:30]([Br:33])=[CH:29][CH:28]=2)[C:47](=[O:48])[CH2:46][N:35]([CH3:34])[S:36]([C:39]2[CH:44]=[CH:43][C:42]([CH3:45])=[CH:41][CH:40]=2)(=[O:38])=[O:37])[CH:22]=[CH:21][C:10]=1[C:11]([O:13][CH2:14][C:15]1[CH:20]=[CH:19][CH:18]=[CH:17][CH:16]=1)=[O:12])[C:2]1[CH:3]=[CH:4][CH:5]=[CH:6][CH:7]=1. The yield is 0.900. (2) The reactants are Cl.[C:2]([CH2:5][CH2:6][CH2:7][CH2:8][N:9]1[CH:13]=[C:12](/[CH:14]=[C:15]2\[CH2:16][N:17]([CH:22]([C:28]3[CH:33]=[CH:32][CH:31]=[CH:30][C:29]=3[F:34])[C:23]([CH:25]3[CH2:27][CH2:26]3)=[O:24])[CH2:18][CH2:19][CH:20]\2[SH:21])[N:11]=[N:10]1)([OH:4])=[O:3].[C:35](OC(=O)C)(=[O:37])[CH3:36]. No catalyst specified. The product is [C:35]([S:21][CH:20]1[CH2:19][CH2:18][N:17]([CH:22]([C:28]2[CH:33]=[CH:32][CH:31]=[CH:30][C:29]=2[F:34])[C:23]([CH:25]2[CH2:26][CH2:27]2)=[O:24])[CH2:16]/[C:15]/1=[CH:14]\[C:12]1[N:11]=[N:10][N:9]([CH2:8][CH2:7][CH2:6][CH2:5][C:2]([OH:4])=[O:3])[CH:13]=1)(=[O:37])[CH3:36]. The yield is 0.990. (3) The reactants are C1(S([N:10]2[C:14]3=[N:15][CH:16]=[C:17]([C:19]4[CH:24]=[CH:23][CH:22]=[CH:21][C:20]=4[O:25][C:26]4[CH:31]=[CH:30][CH:29]=[CH:28][CH:27]=4)[CH:18]=[C:13]3[C:12]([C:32]3[CH:37]=[CH:36][CH:35]=[CH:34][CH:33]=3)=[CH:11]2)(=O)=O)C=CC=CC=1.[OH-].[Na+]. The catalyst is CCO. The product is [O:25]([C:20]1[CH:21]=[CH:22][CH:23]=[CH:24][C:19]=1[C:17]1[CH:18]=[C:13]2[C:12]([C:32]3[CH:33]=[CH:34][CH:35]=[CH:36][CH:37]=3)=[CH:11][NH:10][C:14]2=[N:15][CH:16]=1)[C:26]1[CH:27]=[CH:28][CH:29]=[CH:30][CH:31]=1. The yield is 0.650. (4) The catalyst is CO.C1COCC1. The reactants are [OH-].[Na+].Cl.Cl.[NH2:5][CH2:6][CH2:7][O:8][CH2:9][CH2:10][NH2:11].[CH3:12][C:13]([O:16][C:17](O[C:17]([O:16][C:13]([CH3:15])([CH3:14])[CH3:12])=[O:18])=[O:18])([CH3:15])[CH3:14]. The product is [NH2:5][CH2:6][CH2:7][O:8][CH2:9][CH2:10][NH:11][C:17](=[O:18])[O:16][C:13]([CH3:15])([CH3:14])[CH3:12]. The yield is 0.740. (5) The reactants are C(N(CC1C=CC=CC=1)C(=S)SCC(NC1C=CC(Cl)=CC=1Cl)=O)C1C=CC=CC=1.[CH2:31]([N:38]([CH2:42][CH2:43][C:44]1[CH:49]=[CH:48][CH:47]=[CH:46]C=1)[C:39]([SH:41])=[S:40])[C:32]1[CH:37]=[CH:36][CH:35]=[CH:34][CH:33]=1.Br[CH2:51][C:52]([NH:54][C:55]1[CH:60]=[CH:59][C:58]([CH3:61])=[CH:57][C:56]=1[CH3:62])=[O:53]. The catalyst is CN(C)C=O. The product is [CH2:42]([N:38]([CH2:31][C:32]1[CH:33]=[CH:34][CH:35]=[CH:36][CH:37]=1)[C:39](=[S:40])[S:41][CH2:51][C:52]([NH:54][C:55]1[CH:60]=[CH:59][C:58]([CH3:61])=[CH:57][C:56]=1[CH3:62])=[O:53])[C:43]1[CH:44]=[CH:49][CH:48]=[CH:47][CH:46]=1. The yield is 0.143. (6) The catalyst is CN(C)C(=O)C.O1CCCC1. The yield is 0.470. The reactants are [CH3:1][N:2]1[C:6]([C:7]([OH:9])=O)=[CH:5][N:4]=[CH:3]1.CN(C)C=O.C(Cl)(=O)C(Cl)=O.[NH2:21][C:22]1[CH:23]=[C:24]([CH:39]=[CH:40][CH:41]=1)[O:25][C:26]1[CH:27]=[CH:28][C:29]2[N:30]([CH:32]=[C:33]([NH:35][C:36](=[O:38])[CH3:37])[N:34]=2)[N:31]=1. The product is [C:36]([NH:35][C:33]1[N:34]=[C:29]2[CH:28]=[CH:27][C:26]([O:25][C:24]3[CH:23]=[C:22]([NH:21][C:7]([C:6]4[N:2]([CH3:1])[CH:3]=[N:4][CH:5]=4)=[O:9])[CH:41]=[CH:40][CH:39]=3)=[N:31][N:30]2[CH:32]=1)(=[O:38])[CH3:37]. (7) The catalyst is C1(C)C=CC=CC=1.CO. The yield is 1.00. The product is [CH3:1][O:23][C:22](=[O:24])[CH2:21][C@@:15]1([CH2:8][C:9]2[CH:14]=[CH:13][CH:12]=[CH:11][CH:10]=2)[CH2:19][CH2:18][C@@H:17]([CH3:20])[CH2:16]1. The reactants are [CH3:1][Si](C=[N+]=[N-])(C)C.[CH2:8]([C@:15]1([CH2:21][C:22]([OH:24])=[O:23])[CH2:19][CH2:18][C@@H:17]([CH3:20])[CH2:16]1)[C:9]1[CH:14]=[CH:13][CH:12]=[CH:11][CH:10]=1. (8) The reactants are [CH3:1][O:2][CH2:3][C@H:4]([OH:12])[CH2:5][CH:6]([CH3:11])[CH2:7][CH2:8][CH:9]=[CH2:10].N1C=CC=CC=1.[C:19]1([CH3:29])[CH:24]=[CH:23][C:22]([S:25](Cl)(=[O:27])=[O:26])=[CH:21][CH:20]=1. The catalyst is C(Cl)Cl.CN(C)C1C=CN=CC=1. The product is [CH3:29][C:19]1[CH:24]=[CH:23][C:22]([S:25]([O:12][C@H:4]([CH2:5][CH:6]([CH3:11])[CH2:7][CH2:8][CH:9]=[CH2:10])[CH2:3][O:2][CH3:1])(=[O:27])=[O:26])=[CH:21][CH:20]=1. The yield is 0.630. (9) The reactants are Cl.[NH2:2][CH2:3][C:4]1[CH:12]=[CH:11][CH:10]=[C:9]2[C:5]=1[C:6](=[O:22])[N:7]([CH:14]1[CH2:19][CH2:18][C:17](=[O:20])[NH:16][C:15]1=[O:21])[C:8]2=[O:13].N12CCCN=C1CCCCC2.ON1C2C=CC=CC=2N=N1.[F:44][C:45]1[CH:50]=[CH:49][CH:48]=[CH:47][C:46]=1[CH2:51][C:52](O)=[O:53].Cl.CN(C)CCCN=C=NCC. The catalyst is C(#N)C. The product is [O:21]=[C:15]1[CH:14]([N:7]2[C:6](=[O:22])[C:5]3[C:9](=[CH:10][CH:11]=[CH:12][C:4]=3[CH2:3][NH:2][C:52](=[O:53])[CH2:51][C:46]3[CH:47]=[CH:48][CH:49]=[CH:50][C:45]=3[F:44])[C:8]2=[O:13])[CH2:19][CH2:18][C:17](=[O:20])[NH:16]1. The yield is 0.790.